Predict the reaction yield, written as a fraction of the theoretical maximum amount of product (1.0 means a 100% yield; for example, 0.34 means a 34% yield). From a dataset of Reaction yield outcomes from USPTO patents with 853,638 reactions. (1) The reactants are [CH3:1][O:2][C:3]1[CH:8]=[CH:7][C:6]([N+:9]([O-:11])=[O:10])=[CH:5][C:4]=1[OH:12].C([O-])([O-])=O.[K+].[K+].[CH2:19](Cl)[C:20]#[CH:21].O. The catalyst is CC(C)=O. The product is [CH3:1][O:2][C:3]1[CH:8]=[CH:7][C:6]([N+:9]([O-:11])=[O:10])=[CH:5][C:4]=1[O:12][CH2:21][C:20]#[CH:19]. The yield is 0.880. (2) The reactants are [C:1](=[O:4])([O-])[O-].[Na+].[Na+].[O:7]1[CH2:12][CH2:11][CH:10]([C:13](Cl)=[O:14])[CH2:9][CH2:8]1.[NH2:16][C:17]1[C:22](=O)[N:21]([CH2:24][C:25]2[CH:30]=[CH:29][C:28]([Cl:31])=[CH:27][CH:26]=2)[C:20]([S:32][CH3:33])=[N:19]C=1.C(=O)([O-])O.[Na+]. The catalyst is C1COCC1. The product is [Cl:31][C:28]1[CH:29]=[CH:30][C:25]([CH2:24][N:21]2[CH:22]=[C:17]([NH:16][C:13]([CH:10]3[CH2:11][CH2:12][O:7][CH2:8][CH2:9]3)=[O:14])[C:1](=[O:4])[NH:19][CH:20]2[S:32][CH3:33])=[CH:26][CH:27]=1. The yield is 1.00. (3) The catalyst is CO. The product is [Cl:1][C:2]1[C:7]([C:8]([OH:10])=[O:9])=[CH:6][C:5]([F:11])=[C:4]([O:14][CH3:13])[N:3]=1. The yield is 0.650. The reactants are [Cl:1][C:2]1[C:7]([C:8]([OH:10])=[O:9])=[CH:6][C:5]([F:11])=[C:4](Cl)[N:3]=1.[CH3:13][O-:14].[Na+].O.Cl. (4) The reactants are Cl.Cl.[CH3:3][C:4]1[C:16]([C:17]2[S:18][C:19]([C:28]3[N:32]=[CH:31][NH:30][N:29]=3)=[C:20]([C:22]3[CH:27]=[CH:26][CH:25]=[CH:24][CH:23]=3)[N:21]=2)=[C:7]2[CH:8]=[C:9]([O:12][CH2:13][CH2:14][NH2:15])[CH:10]=[CH:11][N:6]2[N:5]=1.[C:33](OC(=O)C)(=[O:35])[CH3:34].C(=O)(O)[O-].[Na+].CCOC(C)=O. The catalyst is C1COCC1. The product is [CH3:3][C:4]1[C:16]([C:17]2[S:18][C:19]([C:28]3[N:32]=[CH:31][NH:30][N:29]=3)=[C:20]([C:22]3[CH:27]=[CH:26][CH:25]=[CH:24][CH:23]=3)[N:21]=2)=[C:7]2[CH:8]=[C:9]([O:12][CH2:13][CH2:14][NH:15][C:33](=[O:35])[CH3:34])[CH:10]=[CH:11][N:6]2[N:5]=1. The yield is 0.350. (5) The reactants are [Cl-].O[NH3+:3].[C:4](=[O:7])([O-])[OH:5].[Na+].CS(C)=O.[CH3:13][C:14]([CH3:51])([CH3:50])[CH2:15][O:16][C:17]1[N:22]=[CH:21][C:20]([N:23]2[C:28](=[O:29])[C:27]([CH2:30][C:31]3[CH:36]=[CH:35][C:34]([C:37]4[C:38]([C:43]#[N:44])=[CH:39][CH:40]=[CH:41][CH:42]=4)=[CH:33][CH:32]=3)=[C:26]([CH2:45][CH2:46][CH3:47])[N:25]=[C:24]2[CH2:48][CH3:49])=[CH:19][CH:18]=1. The product is [CH3:51][C:14]([CH3:50])([CH3:13])[CH2:15][O:16][C:17]1[N:22]=[CH:21][C:20]([N:23]2[C:28](=[O:29])[C:27]([CH2:30][C:31]3[CH:36]=[CH:35][C:34]([C:37]4[CH:42]=[CH:41][CH:40]=[CH:39][C:38]=4[C:43]4[NH:3][C:4](=[O:7])[O:5][N:44]=4)=[CH:33][CH:32]=3)=[C:26]([CH2:45][CH2:46][CH3:47])[N:25]=[C:24]2[CH2:48][CH3:49])=[CH:19][CH:18]=1. The catalyst is C(OCC)(=O)C. The yield is 0.620. (6) The reactants are C[O:2][C:3](=[O:36])[CH2:4][CH:5]([C:22]1[CH:27]=[CH:26][C:25]([O:28][CH:29]([F:31])[F:30])=[C:24]([O:32][CH:33]([F:35])[F:34])[CH:23]=1)[N:6]1[CH2:14][C:13]2[C:8](=[C:9]([NH:15][C:16]([CH:18]3[CH2:20][CH2:19]3)=[O:17])[CH:10]=[CH:11][CH:12]=2)[C:7]1=[O:21].[OH-].[Na+].Cl. The catalyst is O1CCCC1.O. The product is [F:35][CH:33]([F:34])[O:32][C:24]1[CH:23]=[C:22]([CH:5]([N:6]2[CH2:14][C:13]3[C:8](=[C:9]([NH:15][C:16]([CH:18]4[CH2:20][CH2:19]4)=[O:17])[CH:10]=[CH:11][CH:12]=3)[C:7]2=[O:21])[CH2:4][C:3]([OH:36])=[O:2])[CH:27]=[CH:26][C:25]=1[O:28][CH:29]([F:31])[F:30]. The yield is 0.700. (7) The reactants are [I-].[F:2][C:3]1[CH:11]=[CH:10][CH:9]=[C:8]2[C:4]=1[CH:5]=[C:6]([C:12]1[CH:17]=[C:16]([C:18]3[C:19]([N:38]([CH3:43])[S:39]([CH3:42])(=[O:41])=[O:40])=[CH:20][C:21]4[O:25][C:24]([C:26]5[CH:31]=[CH:30][C:29]([F:32])=[CH:28][CH:27]=5)=[C:23]([C:33](=[O:36])[NH:34][CH3:35])[C:22]=4[CH:37]=3)[CH:15]=[CH:14][N+:13]=1[CH3:44])[NH:7]2. The catalyst is CO.O=[Pt]=O. The product is [F:2][C:3]1[CH:11]=[CH:10][CH:9]=[C:8]2[C:4]=1[CH:5]=[C:6]([CH:12]1[CH2:17][CH:16]([C:18]3[C:19]([N:38]([CH3:43])[S:39]([CH3:42])(=[O:40])=[O:41])=[CH:20][C:21]4[O:25][C:24]([C:26]5[CH:27]=[CH:28][C:29]([F:32])=[CH:30][CH:31]=5)=[C:23]([C:33]([NH:34][CH3:35])=[O:36])[C:22]=4[CH:37]=3)[CH2:15][CH2:14][N:13]1[CH3:44])[NH:7]2. The yield is 0.480.